From a dataset of Full USPTO retrosynthesis dataset with 1.9M reactions from patents (1976-2016). Predict the reactants needed to synthesize the given product. (1) Given the product [C:15]([C:17]1[CH:18]=[C:19]([NH:20][C:9](=[O:11])[C:8]2[CH:7]=[C:6]([CH:5]=[CH:4][C:3]=2[O:2][CH3:1])[C:12]([NH2:14])=[O:13])[CH:21]=[CH:22][CH:23]=1)#[CH:16], predict the reactants needed to synthesize it. The reactants are: [CH3:1][O:2][C:3]1[C:8]([C:9]([OH:11])=O)=[CH:7][C:6]([C:12]([NH2:14])=[O:13])=[CH:5][CH:4]=1.[C:15]([C:17]1[CH:18]=[C:19]([CH:21]=[CH:22][CH:23]=1)[NH2:20])#[CH:16]. (2) Given the product [CH3:1][S:2][C:3]1[S:7][C:6]2=[N:8][C:9]([C:11]3[O:12][C:13]4[CH:19]=[C:18]([O:20][CH2:23][C:24]5[CH:29]=[CH:28][CH:27]=[CH:26][N:25]=5)[CH:17]=[CH:16][C:14]=4[N:15]=3)=[CH:10][N:5]2[N:4]=1, predict the reactants needed to synthesize it. The reactants are: [CH3:1][S:2][C:3]1[S:7][C:6]2=[N:8][C:9]([C:11]3[O:12][C:13]4[CH:19]=[C:18]([OH:20])[CH:17]=[CH:16][C:14]=4[N:15]=3)=[CH:10][N:5]2[N:4]=1.Cl.Cl[CH2:23][C:24]1[CH:29]=[CH:28][CH:27]=[CH:26][N:25]=1.C([O-])([O-])=O.[Cs+].[Cs+].CO. (3) Given the product [O:1]1[CH:5]=[CH:4][CH:3]=[C:2]1[C:6]1[C:7]2[CH:22]=[CH:21][CH:20]=[N:19][C:8]=2[N:9]=[C:10]([NH:26][CH2:23][C:24]#[CH:25])[CH:11]([C:13]2[S:14][CH:15]=[CH:16][CH:17]=2)[N:12]=1, predict the reactants needed to synthesize it. The reactants are: [O:1]1[CH:5]=[CH:4][CH:3]=[C:2]1[C:6]1[C:7]2[CH:22]=[CH:21][CH:20]=[N:19][C:8]=2[NH:9][C:10](=O)[CH:11]([C:13]2[S:14][CH:15]=[CH:16][CH:17]=2)[N:12]=1.[CH2:23]([NH2:26])[C:24]#[CH:25]. (4) Given the product [Cl:1][C:2]1[CH:3]=[C:4]([C:8]2[N:13]=[C:12]([CH3:14])[C:11]([CH2:15][CH3:16])=[C:10]([NH:17][C:18]3[CH:19]=[CH:20][C:21]([CH2:24][C:25]([OH:27])=[O:26])=[CH:22][CH:23]=3)[CH:9]=2)[CH:5]=[CH:6][CH:7]=1, predict the reactants needed to synthesize it. The reactants are: [Cl:1][C:2]1[CH:3]=[C:4]([C:8]2[N:13]=[C:12]([CH3:14])[C:11]([CH2:15][CH3:16])=[C:10]([NH:17][C:18]3[CH:23]=[CH:22][C:21]([CH2:24][C:25]([O:27]C)=[O:26])=[CH:20][CH:19]=3)[CH:9]=2)[CH:5]=[CH:6][CH:7]=1.O.[OH-].[Li+].C1COCC1.Cl. (5) Given the product [Cl:1][C:2]1[C:3]([C:12]2[C:17]([CH3:18])=[CH:16][CH:15]=[CH:14][N:13]=2)=[N:4][C:5]([N:44]2[CH2:45][CH2:46][CH:41]([CH2:40][S:37]([CH3:36])(=[O:39])=[O:38])[CH2:42][CH2:43]2)=[N:6][CH:7]=1, predict the reactants needed to synthesize it. The reactants are: [Cl:1][C:2]1[C:3]([C:12]2[C:17]([CH3:18])=[CH:16][CH:15]=[CH:14][N:13]=2)=[N:4][C:5](S(C)(=O)=O)=[N:6][CH:7]=1.ClC1C(C2C(C)=CC=CN=2)=NC(S(C)=O)=NC=1.[CH3:36][S:37]([CH2:40][CH:41]1[CH2:46][CH2:45][NH:44][CH2:43][CH2:42]1)(=[O:39])=[O:38].[F-].[Cs+]. (6) Given the product [OH:19][C:3]1[C:2]([NH:1][C:23]2[C:24](=[O:28])[C:25](=[O:26])[C:22]=2[O:21][CH3:20])=[CH:18][CH:17]=[CH:16][C:4]=1[C:5]([N:7]1[CH2:11][CH2:10][CH2:9][C@@H:8]1[C:12]([O:14][CH3:15])=[O:13])=[O:6], predict the reactants needed to synthesize it. The reactants are: [NH2:1][C:2]1[C:3]([OH:19])=[C:4]([CH:16]=[CH:17][CH:18]=1)[C:5]([N:7]1[CH2:11][CH2:10][CH2:9][C@@H:8]1[C:12]([O:14][CH3:15])=[O:13])=[O:6].[CH3:20][O:21][C:22]1[C:23](=O)[C:24](=[O:28])[C:25]=1[O:26]C.C(OCC)(=O)C. (7) The reactants are: Cl.[NH2:2][CH:3]1[CH:10]2[CH2:11][C:6]3([C:13]([NH2:15])=[O:14])[CH2:7][CH:8]([CH2:12][CH:4]1[CH2:5]3)[CH2:9]2.CCN(C(C)C)C(C)C.[CH3:25][CH:26]1[CH2:31][N:30]([C:32]2[C:37]([Cl:38])=[CH:36][C:35]([Cl:39])=[CH:34][C:33]=2[Cl:40])[S:29](=[O:42])(=[O:41])[N:28]([CH2:43][C:44](O)=[O:45])[CH2:27]1.C(Cl)CCl.C1C=CC2N(O)N=NC=2C=1. Given the product [CH3:25][CH:26]1[CH2:31][N:30]([C:32]2[C:37]([Cl:38])=[CH:36][C:35]([Cl:39])=[CH:34][C:33]=2[Cl:40])[S:29](=[O:42])(=[O:41])[N:28]([CH2:43][C:44]([NH:2][CH:3]2[CH:10]3[CH2:11][C:6]4([C:13]([NH2:15])=[O:14])[CH2:7][CH:8]([CH2:12][CH:4]2[CH2:5]4)[CH2:9]3)=[O:45])[CH2:27]1, predict the reactants needed to synthesize it. (8) Given the product [NH2:1][CH:2]1[CH2:3][CH2:4][C:5]([C:9]2[CH:14]=[CH:13][CH:12]=[C:11]([OH:15])[CH:10]=2)([OH:8])[CH2:6][CH2:7]1, predict the reactants needed to synthesize it. The reactants are: [NH2:1][CH:2]1[CH2:7][CH2:6][C:5]([C:9]2[CH:14]=[CH:13][CH:12]=[C:11]([O:15]C)[CH:10]=2)([OH:8])[CH2:4][CH2:3]1.N[C@H](C(O)=O)CCSC.C(=O)([O-])[O-].[Na+].[Na+].